From a dataset of Full USPTO retrosynthesis dataset with 1.9M reactions from patents (1976-2016). Predict the reactants needed to synthesize the given product. (1) Given the product [Cl:5][C:6]1[CH:14]=[C:13]2[C:9]([CH2:10][CH2:11][NH:12]2)=[CH:8][CH:7]=1, predict the reactants needed to synthesize it. The reactants are: C([BH3-])#N.[Na+].[Cl:5][C:6]1[CH:14]=[C:13]2[C:9]([CH:10]=[CH:11][NH:12]2)=[CH:8][CH:7]=1.[OH-].[Na+]. (2) Given the product [CH3:23][N:18]([C:12]1[N:11]=[C:10]([C:24]2[CH:29]=[CH:28][C:27]([F:30])=[CH:26][CH:25]=2)[C:9](/[CH:8]=[CH:38]/[C@H:40]2[O:45][C:44]([CH3:47])([CH3:46])[O:43][C@@H:42]([CH2:48][C:49]([N:51]([O:53][CH3:54])[CH3:52])=[O:50])[CH2:41]2)=[C:14]([CH:15]([CH3:16])[CH3:17])[N:13]=1)[S:19]([CH3:22])(=[O:21])=[O:20], predict the reactants needed to synthesize it. The reactants are: C1(P(=O)(C2C=CC=CC=2)[CH2:8][C:9]2[C:10]([C:24]3[CH:29]=[CH:28][C:27]([F:30])=[CH:26][CH:25]=3)=[N:11][C:12]([N:18]([CH3:23])[S:19]([CH3:22])(=[O:21])=[O:20])=[N:13][C:14]=2[CH:15]([CH3:17])[CH3:16])C=CC=CC=1.[CH:38]([C@H:40]1[O:45][C:44]([CH3:47])([CH3:46])[O:43][C@@H:42]([CH2:48][C:49]([N:51]([O:53][CH3:54])[CH3:52])=[O:50])[CH2:41]1)=O.C[Si]([N-][Si](C)(C)C)(C)C.[Na+].[Cl-].[NH4+].